From a dataset of Experimental lipophilicity measurements (octanol/water distribution) for 4,200 compounds from AstraZeneca. Regression/Classification. Given a drug SMILES string, predict its absorption, distribution, metabolism, or excretion properties. Task type varies by dataset: regression for continuous measurements (e.g., permeability, clearance, half-life) or binary classification for categorical outcomes (e.g., BBB penetration, CYP inhibition). For this dataset (lipophilicity_astrazeneca), we predict Y. (1) The molecule is CCCCCC/N=c1\ccn(Cc2ccccc2)c2cc(Cl)ccc12. The Y is 0.980 logD. (2) The Y is 2.67 logD. The compound is Cc1noc2cc(N3CCN(C(=O)[C@@H]4CCCC[C@H]4C(=O)NC4(C#N)CC4)[C@H](C)C3)ccc12. (3) The drug is Nc1c(C(=O)NC2CC2)nnc2c(-c3ncccn3)cccc12. The Y is 1.50 logD. (4) The compound is COc1cc2ncc(C(N)=O)c(Nc3ccc(F)cc3F)c2cc1NCCN1CCOCC1. The Y is 2.68 logD.